The task is: Predict the product of the given reaction.. This data is from Forward reaction prediction with 1.9M reactions from USPTO patents (1976-2016). (1) The product is: [F:1][C:2]([F:13])([C:6]1[CH:11]=[CH:10][C:9]([F:12])=[CH:8][N:7]=1)[C:3]1[NH:20][C:18](=[O:19])[C:17]2[C:16](=[C:24]([CH3:25])[CH:23]=[CH:22][CH:21]=2)[N:15]=1. Given the reactants [F:1][C:2]([F:13])([C:6]1[CH:11]=[CH:10][C:9]([F:12])=[CH:8][N:7]=1)[C:3]([O-])=O.[Na+].[NH2:15][C:16]1[C:24]([CH3:25])=[CH:23][CH:22]=[CH:21][C:17]=1[C:18]([NH2:20])=[O:19].C[Si](OP(=O)=O)(C)C, predict the reaction product. (2) Given the reactants [CH:1]1([NH:6][C:7]2[C:12]([CH:13]=O)=[CH:11][N:10]=[C:9]([S:15][CH3:16])[N:8]=2)[CH2:5][CH2:4][CH2:3][CH2:2]1.[CH2:17]([O:19][C:20]1[C:21]([F:28])=[C:22]([NH2:27])[C:23]([F:26])=[CH:24][CH:25]=1)[CH3:18].C12(CS(O)(=O)=O)C(C)(C)C(CC1)CC2=O, predict the reaction product. The product is: [CH:1]1([NH:6][C:7]2[C:12]([CH:13]=[N:27][C:22]3[C:23]([F:26])=[CH:24][CH:25]=[C:20]([O:19][CH2:17][CH3:18])[C:21]=3[F:28])=[CH:11][N:10]=[C:9]([S:15][CH3:16])[N:8]=2)[CH2:5][CH2:4][CH2:3][CH2:2]1.